From a dataset of TCR-epitope binding with 47,182 pairs between 192 epitopes and 23,139 TCRs. Binary Classification. Given a T-cell receptor sequence (or CDR3 region) and an epitope sequence, predict whether binding occurs between them. (1) The epitope is YLKLTDNVYIK. Result: 0 (the TCR does not bind to the epitope). The TCR CDR3 sequence is CSALAGVEQYF. (2) The epitope is GILGFVFTL. The TCR CDR3 sequence is CASSIVSRDTQYF. Result: 1 (the TCR binds to the epitope). (3) The epitope is KLNVGDYFV. The TCR CDR3 sequence is CASSQGTGFTYEQYF. Result: 1 (the TCR binds to the epitope). (4) The epitope is KLWAQCVQL. The TCR CDR3 sequence is CASSSSLGYEQYF. Result: 1 (the TCR binds to the epitope). (5) The epitope is SLYNTVATL. Result: 0 (the TCR does not bind to the epitope). The TCR CDR3 sequence is CASSMGSDTGELFF. (6) The epitope is KAYNVTQAF. The TCR CDR3 sequence is CASSLGGLGVNEKLFF. Result: 1 (the TCR binds to the epitope). (7) The epitope is HTDFSSEIIGY. The TCR CDR3 sequence is CASSTEGRDDVRRSYEQYF. Result: 1 (the TCR binds to the epitope). (8) The epitope is MPASWVMRI. The TCR CDR3 sequence is CASSDLESGPDTQYF. Result: 1 (the TCR binds to the epitope). (9) The epitope is PKYVKQNTLKLAT. The TCR CDR3 sequence is CATGPGTENTEAFF. Result: 1 (the TCR binds to the epitope).